From a dataset of Catalyst prediction with 721,799 reactions and 888 catalyst types from USPTO. Predict which catalyst facilitates the given reaction. (1) Reactant: Br[CH2:2][C:3]([C:5]1[CH:6]=[N:7][CH:8]=[CH:9][CH:10]=1)=O.Br.[NH:12]([C:16]1[CH:17]=[C:18]([S:27]([NH2:30])(=[O:29])=[O:28])[CH:19]=[CH:20][C:21]=1[O:22][C:23]([F:26])([F:25])[F:24])[C:13]([NH2:15])=[S:14].C(N(CC)CC)C. Product: [N:7]1[CH:8]=[CH:9][CH:10]=[C:5]([C:3]2[N:15]=[C:13]([NH:12][C:16]3[CH:17]=[C:18]([S:27]([NH2:30])(=[O:29])=[O:28])[CH:19]=[CH:20][C:21]=3[O:22][C:23]([F:24])([F:25])[F:26])[S:14][CH:2]=2)[CH:6]=1. The catalyst class is: 8. (2) Reactant: [Cl:1][C:2]1[CH:7]=[CH:6][N:5]=[C:4]2[N:8]([CH2:11][O:12][CH2:13][CH2:14][Si:15]([CH3:18])([CH3:17])[CH3:16])[CH:9]=[CH:10][C:3]=12.[Li]CCCC.C([O:27][B:28](OC(C)C)[O:29]C(C)C)(C)C.Cl.OP([O-])([O-])=O.[K+].[K+]. Product: [Cl:1][C:2]1[CH:7]=[CH:6][N:5]=[C:4]2[N:8]([CH2:11][O:12][CH2:13][CH2:14][Si:15]([CH3:18])([CH3:17])[CH3:16])[C:9]([B:28]([OH:29])[OH:27])=[CH:10][C:3]=12. The catalyst class is: 20. (3) Product: [CH2:1]([N:5]1[CH:9]=[C:8]([C:10]2[CH:15]=[CH:14][CH:13]=[CH:12][CH:11]=2)[N:7]=[C:6]1[I:27])[CH2:2][CH2:3][CH3:4]. The catalyst class is: 1. Reactant: [CH2:1]([N:5]1[CH:9]=[C:8]([C:10]2[CH:15]=[CH:14][CH:13]=[CH:12][CH:11]=2)[N:7]=[CH:6]1)[CH2:2][CH2:3][CH3:4].C([Li])CCC.CCCCCC.[I:27]I.[Cl-].[NH4+]. (4) Reactant: CCN(C(C)C)C(C)C.[CH2:10]([O:17][C:18]1[CH:26]=[CH:25][C:21]([C:22]([OH:24])=O)=[CH:20][CH:19]=1)[C:11]1[CH:16]=[CH:15][CH:14]=[CH:13][CH:12]=1.C1C=CC2N(O)N=NC=2C=1.CCN=C=NCCCN(C)C.[CH3:48][O:49][C:50](=[O:55])[C:51]([NH2:54])([CH3:53])[CH3:52]. Product: [CH3:48][O:49][C:50](=[O:55])[C:51]([NH:54][C:22](=[O:24])[C:21]1[CH:20]=[CH:19][C:18]([O:17][CH2:10][C:11]2[CH:12]=[CH:13][CH:14]=[CH:15][CH:16]=2)=[CH:26][CH:25]=1)([CH3:53])[CH3:52]. The catalyst class is: 18. (5) Reactant: Br[C:2]1[CH:3]=[C:4]([NH:11][C:12]2[N:17]=[C:16]([C:18]([F:21])([F:20])[F:19])[CH:15]=[CH:14][N:13]=2)[CH:5]=[C:6]([CH:8]([F:10])[F:9])[CH:7]=1.[CH3:22][C:23]1([CH3:39])[C:27]([CH3:29])([CH3:28])[O:26][B:25]([B:25]2[O:26][C:27]([CH3:29])([CH3:28])[C:23]([CH3:39])([CH3:22])[O:24]2)[O:24]1.C([O-])(=O)C.[K+]. Product: [F:9][CH:8]([F:10])[C:6]1[CH:5]=[C:4]([NH:11][C:12]2[N:17]=[C:16]([C:18]([F:21])([F:20])[F:19])[CH:15]=[CH:14][N:13]=2)[CH:3]=[C:2]([B:25]2[O:26][C:27]([CH3:29])([CH3:28])[C:23]([CH3:39])([CH3:22])[O:24]2)[CH:7]=1. The catalyst class is: 368. (6) Reactant: C([Li])CCC.Br[C:7]1[CH:12]=[CH:11][CH:10]=[C:9]([Br:13])[CH:8]=1.[Cl:14][C:15]1[CH:16]=[C:17]([C:25](=O)[CH3:26])[CH:18]=[CH:19][C:20]=1[O:21][CH:22]([F:24])[F:23]. Product: [Br:13][C:9]1[CH:8]=[C:7]([C:25]([C:17]2[CH:18]=[CH:19][C:20]([O:21][CH:22]([F:23])[F:24])=[C:15]([Cl:14])[CH:16]=2)=[CH2:26])[CH:12]=[CH:11][CH:10]=1. The catalyst class is: 7. (7) Reactant: [N:1]1([C:6]2[CH:11]=[CH:10][C:9]([S:12](Cl)(=[O:14])=[O:13])=[CH:8][CH:7]=2)[CH:5]=[CH:4][CH:3]=[N:2]1.[NH2:16][C:17]1[CH:21]=[CH:20][S:19][C:18]=1[C:22]([O:24][CH3:25])=[O:23].N1C=CC=CC=1. Product: [N:1]1([C:6]2[CH:11]=[CH:10][C:9]([S:12]([NH:16][C:17]3[CH:21]=[CH:20][S:19][C:18]=3[C:22]([O:24][CH3:25])=[O:23])(=[O:14])=[O:13])=[CH:8][CH:7]=2)[CH:5]=[CH:4][CH:3]=[N:2]1. The catalyst class is: 4. (8) Reactant: [OH:1]O.[Cl:3][C:4]1[CH:9]=[C:8]([C:10]([F:13])([F:12])[F:11])[CH:7]=[C:6]([Cl:14])[C:5]=1[N:15]1[C:19]([CH3:20])=[C:18]([S:21][CH3:22])[C:17]([CH:23]=[N:24][OH:25])=[N:16]1. Product: [Cl:3][C:4]1[CH:9]=[C:8]([C:10]([F:12])([F:13])[F:11])[CH:7]=[C:6]([Cl:14])[C:5]=1[N:15]1[C:19]([CH3:20])=[C:18]([S:21]([CH3:22])=[O:1])[C:17]([CH:23]=[N:24][OH:25])=[N:16]1. The catalyst class is: 55.